Dataset: Merck oncology drug combination screen with 23,052 pairs across 39 cell lines. Task: Regression. Given two drug SMILES strings and cell line genomic features, predict the synergy score measuring deviation from expected non-interaction effect. (1) Drug 1: O=P1(N(CCCl)CCCl)NCCCO1. Drug 2: O=C(CCCCCCC(=O)Nc1ccccc1)NO. Cell line: NCIH1650. Synergy scores: synergy=7.64. (2) Drug 1: COC12C(COC(N)=O)C3=C(C(=O)C(C)=C(N)C3=O)N1CC1NC12. Drug 2: Cn1cc(-c2cnn3c(N)c(Br)c(C4CCCNC4)nc23)cn1. Cell line: PA1. Synergy scores: synergy=9.90. (3) Drug 1: CN1C(=O)C=CC2(C)C3CCC4(C)C(NC(=O)OCC(F)(F)F)CCC4C3CCC12. Drug 2: CCc1cnn2c(NCc3ccc[n+]([O-])c3)cc(N3CCCCC3CCO)nc12. Cell line: OCUBM. Synergy scores: synergy=3.73. (4) Drug 1: CN(C)C(=N)N=C(N)N. Drug 2: CCc1cnn2c(NCc3ccc[n+]([O-])c3)cc(N3CCCCC3CCO)nc12. Cell line: MSTO. Synergy scores: synergy=0.327.